This data is from Forward reaction prediction with 1.9M reactions from USPTO patents (1976-2016). The task is: Predict the product of the given reaction. (1) Given the reactants [CH3:1][O:2][C:3](=[O:14])[C:4]1[CH:9]=[CH:8][C:7]([CH2:10][CH2:11][CH2:12]O)=[CH:6][CH:5]=1.C(N1C=CN=C1)(N1C=CN=C1)=O.C([Br:30])C=C, predict the reaction product. The product is: [CH3:1][O:2][C:3](=[O:14])[C:4]1[CH:9]=[CH:8][C:7]([CH2:10][CH2:11][CH2:12][Br:30])=[CH:6][CH:5]=1. (2) The product is: [CH:3]([C:6]1[N:10]=[C:9]([C:11]2[CH:12]=[CH:13][C:14]([N:19]3[CH2:20][CH2:21][NH:22][CH2:23][CH2:24]3)=[C:15]([CH:18]=2)[C:16]([NH2:17])=[O:1])[O:8][N:7]=1)([CH3:5])[CH3:4]. Given the reactants [OH-:1].[K+].[CH:3]([C:6]1[N:10]=[C:9]([C:11]2[CH:12]=[CH:13][C:14]([N:19]3[CH2:24][CH2:23][NH:22][CH2:21][CH2:20]3)=[C:15]([CH:18]=2)[C:16]#[N:17])[O:8][N:7]=1)([CH3:5])[CH3:4], predict the reaction product. (3) Given the reactants [Cl:1][C:2]1[CH:3]=[C:4]([CH:8]2[C:12]([C:15]3[CH:20]=[CH:19][C:18]([Cl:21])=[CH:17][CH:16]=3)([C:13]#[N:14])[CH:11]([CH2:22][C:23]([CH3:26])([CH3:25])[CH3:24])[NH:10][CH:9]2[C:27](O)=[O:28])[CH:5]=[CH:6][CH:7]=1.[NH2:30][CH2:31][CH:32]([CH2:35][OH:36])[CH2:33][OH:34].CN(C(ON1N=NC2C=CC=NC1=2)=[N+](C)C)C.F[P-](F)(F)(F)(F)F.CCN(C(C)C)C(C)C, predict the reaction product. The product is: [OH:34][CH2:33][CH:32]([CH2:35][OH:36])[CH2:31][NH:30][C:27]([CH:9]1[CH:8]([C:4]2[CH:5]=[CH:6][CH:7]=[C:2]([Cl:1])[CH:3]=2)[C:12]([C:15]2[CH:20]=[CH:19][C:18]([Cl:21])=[CH:17][CH:16]=2)([C:13]#[N:14])[CH:11]([CH2:22][C:23]([CH3:25])([CH3:24])[CH3:26])[NH:10]1)=[O:28]. (4) Given the reactants [Cl:1][C:2]1[CH:3]=[C:4]([CH3:16])[C:5]2[O:10][CH:9]([CH:11]([CH3:13])[CH3:12])[C:8](=[O:14])[NH:7][C:6]=2[CH:15]=1.C(=O)([O-])[O-].[K+].[K+].[C:23]([O:27][CH3:28])(=[O:26])[CH:24]=[CH2:25].Cl, predict the reaction product. The product is: [CH3:28][O:27][C:23](=[O:26])[CH2:24][CH2:25][N:7]1[C:6]2[CH:15]=[C:2]([Cl:1])[CH:3]=[C:4]([CH3:16])[C:5]=2[O:10][CH:9]([CH:11]([CH3:13])[CH3:12])[C:8]1=[O:14]. (5) Given the reactants [Br:1][C:2]1[CH:3]=[C:4]2[C:8](=[CH:9][CH:10]=1)[C@@H:7]([N:11]1[C:15]3=[N:16][C:17]([CH2:21][C:22]([NH:24][NH:25][C:26](=O)[CH2:27][CH3:28])=[O:23])=[CH:18][C:19]([CH3:20])=[C:14]3[N:13]=[C:12]1[CH2:30][CH3:31])[CH2:6][CH2:5]2.CCN(C(C)C)C(C)C.O=P(Cl)(Cl)Cl, predict the reaction product. The product is: [Br:1][C:2]1[CH:3]=[C:4]2[C:8](=[CH:9][CH:10]=1)[C@@H:7]([N:11]1[C:15]3=[N:16][C:17]([CH2:21][C:22]4[O:23][C:26]([CH2:27][CH3:28])=[N:25][N:24]=4)=[CH:18][C:19]([CH3:20])=[C:14]3[N:13]=[C:12]1[CH2:30][CH3:31])[CH2:6][CH2:5]2. (6) Given the reactants [CH2:1]([N:8]([CH2:27][C:28]1[CH:33]=[CH:32][C:31]([NH:34][C:35]([NH:37][C:38]2[CH:43]=[CH:42][C:41]([F:44])=[CH:40][CH:39]=2)=[O:36])=[CH:30][CH:29]=1)[CH2:9][C:10]1[CH:15]=[CH:14][C:13]([NH:16][C:17]([NH:19][C:20]2[CH:25]=[CH:24][C:23]([F:26])=[CH:22][CH:21]=2)=[O:18])=[CH:12][CH:11]=1)[C:2]1[CH:7]=[CH:6][CH:5]=[CH:4][CH:3]=1.[ClH:45], predict the reaction product. The product is: [Cl-:45].[CH2:1]([NH+:8]([CH2:9][C:10]1[CH:15]=[CH:14][C:13]([NH:16][C:17]([NH:19][C:20]2[CH:21]=[CH:22][C:23]([F:26])=[CH:24][CH:25]=2)=[O:18])=[CH:12][CH:11]=1)[CH2:27][C:28]1[CH:33]=[CH:32][C:31]([NH:34][C:35]([NH:37][C:38]2[CH:43]=[CH:42][C:41]([F:44])=[CH:40][CH:39]=2)=[O:36])=[CH:30][CH:29]=1)[C:2]1[CH:3]=[CH:4][CH:5]=[CH:6][CH:7]=1. (7) The product is: [CH3:8][O:9][C:10](=[O:44])[CH2:11][NH:12][C:13](=[O:43])[CH2:14][NH:15][C:16](=[O:42])[C@H:17]([CH:39]([CH3:40])[CH3:41])[NH:18][C:19](=[O:38])[C@H:20]([CH:35]([CH3:37])[CH3:36])[NH:21][C:22](=[O:34])[C@H:23]([CH2:25][O:26][CH2:27][C:28]1[CH:33]=[CH:32][CH:31]=[CH:30][CH:29]=1)[NH:24][C:58](=[O:59])[C@@H:57]1[CH2:61][CH2:62][CH2:63][N:56]1[C:54](=[O:55])[C@@H:53]1[CH2:64][CH2:65][CH2:66][N:52]1[C:50]([O:49][C:45]([CH3:46])([CH3:48])[CH3:47])=[O:51]. Given the reactants FC(F)(F)C(O)=O.[CH3:8][O:9][C:10](=[O:44])[CH2:11][NH:12][C:13](=[O:43])[CH2:14][NH:15][C:16](=[O:42])[C@H:17]([CH:39]([CH3:41])[CH3:40])[NH:18][C:19](=[O:38])[C@H:20]([CH:35]([CH3:37])[CH3:36])[NH:21][C:22](=[O:34])[C@H:23]([CH2:25][O:26][CH2:27][C:28]1[CH:33]=[CH:32][CH:31]=[CH:30][CH:29]=1)[NH2:24].[C:45]([O:49][C:50]([N:52]1[CH2:66][CH2:65][CH2:64][C@H:53]1[C:54]([N:56]1[CH2:63][CH2:62][CH2:61][C@H:57]1[C:58](O)=[O:59])=[O:55])=[O:51])([CH3:48])([CH3:47])[CH3:46].C1C=C2N=NN(O)C2=CC=1.O.C(N(CC)C(C)C)(C)C.CCN=C=NCCCN(C)C.Cl, predict the reaction product.